From a dataset of Catalyst prediction with 721,799 reactions and 888 catalyst types from USPTO. Predict which catalyst facilitates the given reaction. Reactant: [OH:1][NH2:2].C([O:5][C:6](=O)[CH2:7][CH2:8][CH2:9][CH2:10][CH2:11][CH2:12][N:13]([C:20]1[CH:25]=[C:24]([C:26]2[CH:31]=[CH:30][CH:29]=[CH:28][C:27]=2[Cl:32])[CH:23]=[CH:22][N:21]=1)[C:14]1[CH:19]=[CH:18][CH:17]=[CH:16][N:15]=1)C. Product: [OH:1][NH:2][C:6](=[O:5])[CH2:7][CH2:8][CH2:9][CH2:10][CH2:11][CH2:12][N:13]([C:20]1[CH:25]=[C:24]([C:26]2[CH:31]=[CH:30][CH:29]=[CH:28][C:27]=2[Cl:32])[CH:23]=[CH:22][N:21]=1)[C:14]1[CH:19]=[CH:18][CH:17]=[CH:16][N:15]=1. The catalyst class is: 121.